Dataset: Forward reaction prediction with 1.9M reactions from USPTO patents (1976-2016). Task: Predict the product of the given reaction. (1) The product is: [C:7]1([CH:5]2[O:4][N:3]=[C:2]([S:17][CH2:18][C:19]3[N:20]=[C:21]([CH:24]4[CH2:25][CH2:26][N:27]([C:30]([O:32][C:33]([CH3:36])([CH3:35])[CH3:34])=[O:31])[CH2:28][CH2:29]4)[S:22][CH:23]=3)[CH2:6]2)[CH:12]=[CH:11][CH:10]=[CH:9][CH:8]=1. Given the reactants Cl[C:2]1[CH2:6][CH:5]([C:7]2[CH:12]=[CH:11][CH:10]=[CH:9][CH:8]=2)[O:4][N:3]=1.[I-].NC([S:17][CH2:18][C:19]1[N:20]=[C:21]([CH:24]2[CH2:29][CH2:28][N:27]([C:30]([O:32][C:33]([CH3:36])([CH3:35])[CH3:34])=[O:31])[CH2:26][CH2:25]2)[S:22][CH:23]=1)=[NH2+].[OH-].[Na+].C1(C)C=CC=CC=1, predict the reaction product. (2) Given the reactants [C:1](O)(=O)C.FC(F)(F)C(O)=O.[CH3:12][O:13][C:14]1[CH:15]=[C:16]([CH2:22][CH2:23][NH2:24])[CH:17]=[CH:18][C:19]=1[O:20][CH3:21].C1N2CN3CN(C2)CN1C3, predict the reaction product. The product is: [CH3:12][O:13][C:14]1[CH:15]=[C:16]2[C:17](=[CH:18][C:19]=1[O:20][CH3:21])[CH:1]=[N:24][CH2:23][CH2:22]2.